Task: Regression. Given a peptide amino acid sequence and an MHC pseudo amino acid sequence, predict their binding affinity value. This is MHC class I binding data.. Dataset: Peptide-MHC class I binding affinity with 185,985 pairs from IEDB/IMGT (1) The peptide sequence is FMVFLQTHI. The MHC is HLA-A03:01 with pseudo-sequence HLA-A03:01. The binding affinity (normalized) is 0.0127. (2) The peptide sequence is ETQHGTILI. The MHC is HLA-A26:01 with pseudo-sequence HLA-A26:01. The binding affinity (normalized) is 0.130. (3) The peptide sequence is KSYCQPLPE. The MHC is HLA-B08:01 with pseudo-sequence HLA-B08:01. The binding affinity (normalized) is 0.0847. (4) The MHC is HLA-A25:01 with pseudo-sequence HLA-A25:01. The binding affinity (normalized) is 0.0847. The peptide sequence is KLGDITLFL. (5) The peptide sequence is KHFDPRLLTAL. The MHC is HLA-B27:05 with pseudo-sequence HLA-B27:05. The binding affinity (normalized) is 0.553. (6) The peptide sequence is KSRENSTLI. The MHC is HLA-A03:01 with pseudo-sequence HLA-A03:01. The binding affinity (normalized) is 0.231. (7) The peptide sequence is GLLLLCVGV. The MHC is HLA-A02:01 with pseudo-sequence HLA-A02:01. The binding affinity (normalized) is 0.652. (8) The peptide sequence is FPQGKAREF. The MHC is HLA-A02:02 with pseudo-sequence HLA-A02:02. The binding affinity (normalized) is 0. (9) The peptide sequence is RLDARLQVL. The MHC is HLA-A80:01 with pseudo-sequence HLA-A80:01. The binding affinity (normalized) is 0.0847. (10) The peptide sequence is LPCQLMYAL. The MHC is HLA-B53:01 with pseudo-sequence HLA-B53:01. The binding affinity (normalized) is 0.611.